Dataset: Catalyst prediction with 721,799 reactions and 888 catalyst types from USPTO. Task: Predict which catalyst facilitates the given reaction. (1) Reactant: C(OP([CH:9]([C:17]#[N:18])[CH2:10][CH:11]1[CH2:16][CH2:15][O:14][CH2:13][CH2:12]1)(=O)OCC)C.[O:19]1[CH2:24][CH2:23][CH2:22][O:21][CH:20]1[C:25]1[CH:26]=[C:27]([S:31][C:32]2[C:33]([F:43])=[CH:34][C:35]([N+:40]([O-:42])=[O:41])=[C:36]([CH:39]=2)[CH:37]=O)[CH:28]=[CH:29][CH:30]=1. Product: [O:19]1[CH2:24][CH2:23][CH2:22][O:21][CH:20]1[C:25]1[CH:26]=[C:27]([S:31][C:32]2[C:33]([F:43])=[CH:34][C:35]([N+:40]([O-:42])=[O:41])=[C:36]([CH:37]=[C:9]([CH2:10][CH:11]3[CH2:12][CH2:13][O:14][CH2:15][CH2:16]3)[C:17]#[N:18])[CH:39]=2)[CH:28]=[CH:29][CH:30]=1. The catalyst class is: 56. (2) Product: [CH2:14]([N:8]1[C:7]([CH2:18][NH:19][C:20](=[O:26])[O:21][C:22]([CH3:25])([CH3:23])[CH3:24])=[C:6]([C:27]2[CH:28]=[CH:29][CH:30]=[CH:31][CH:32]=2)[C:5]2[C:10](=[CH:11][CH:12]=[C:3]([CH2:2][NH:1][C:33](=[O:37])[CH:34]([CH3:36])[CH3:35])[CH:4]=2)[C:9]1=[O:13])[CH:15]([CH3:17])[CH3:16]. Reactant: [NH2:1][CH2:2][C:3]1[CH:4]=[C:5]2[C:10](=[CH:11][CH:12]=1)[C:9](=[O:13])[N:8]([CH2:14][CH:15]([CH3:17])[CH3:16])[C:7]([CH2:18][NH:19][C:20](=[O:26])[O:21][C:22]([CH3:25])([CH3:24])[CH3:23])=[C:6]2[C:27]1[CH:32]=[CH:31][CH:30]=[CH:29][CH:28]=1.[C:33](Cl)(=[O:37])[CH:34]([CH3:36])[CH3:35].C(N(CC)CC)C. The catalyst class is: 7. (3) Product: [CH3:18][N:9]1[C:10]([O:11][C:12]2[CH:17]=[CH:16][CH:15]=[CH:14][CH:13]=2)=[C:6]([C:4]([OH:5])=[O:3])[CH:7]=[N:8]1. The catalyst class is: 36. Reactant: C([O:3][C:4]([C:6]1[CH:7]=[N:8][N:9]([CH3:18])[C:10]=1[O:11][C:12]1[CH:17]=[CH:16][CH:15]=[CH:14][CH:13]=1)=[O:5])C.[Li+].[OH-].O. (4) Reactant: [C:1](Cl)(=[O:5])[O:2][CH2:3][CH3:4].[CH3:7][S:8]([CH2:11][C:12]1[CH:17]=[CH:16][CH:15]=[C:14]([N+:18]([O-:20])=[O:19])[CH:13]=1)(=[NH:10])=[O:9]. Product: [CH2:3]([O:2][C:1](=[O:5])[N:10]=[S:8]([CH3:7])([CH2:11][C:12]1[CH:17]=[CH:16][CH:15]=[C:14]([N+:18]([O-:20])=[O:19])[CH:13]=1)=[O:9])[CH3:4]. The catalyst class is: 17. (5) Product: [C:19]([O:23][C:24]([N:26]1[CH2:31][CH2:30][CH:29]([CH2:32][CH2:33][N:14]2[CH:13]([CH3:18])[CH2:12][N:11]([C:8]3[CH:7]=[CH:6][C:5]([S:2]([CH3:1])(=[O:3])=[O:4])=[CH:10][CH:9]=3)[CH2:16][CH:15]2[CH3:17])[CH2:28][CH2:27]1)=[O:25])([CH3:22])([CH3:21])[CH3:20]. Reactant: [CH3:1][S:2]([C:5]1[CH:10]=[CH:9][C:8]([N:11]2[CH2:16][CH:15]([CH3:17])[NH:14][CH:13]([CH3:18])[CH2:12]2)=[CH:7][CH:6]=1)(=[O:4])=[O:3].[C:19]([O:23][C:24]([N:26]1[CH2:31][CH2:30][CH:29]([CH2:32][CH2:33]OS(C)(=O)=O)[CH2:28][CH2:27]1)=[O:25])([CH3:22])([CH3:21])[CH3:20].C([O-])([O-])=O.[K+].[K+].CCOC(C)=O. The catalyst class is: 23.